From a dataset of Forward reaction prediction with 1.9M reactions from USPTO patents (1976-2016). Predict the product of the given reaction. (1) Given the reactants [C:1]([OH:20])(=[O:19])[CH2:2][CH2:3][CH2:4][CH2:5][CH2:6][CH2:7][CH2:8]/[CH:9]=[CH:10]\[CH2:11][CH2:12][CH2:13][CH2:14][CH2:15][CH2:16][CH2:17][CH3:18].[CH2:21]([OH:28])[C@@H:22]([C@@H:24]([CH2:26][OH:27])O)[OH:23].[C:29]1([CH3:35])[CH:34]=[CH:33][CH:32]=[CH:31][CH:30]=1.[C:36]1([CH3:46])[CH:41]=[CH:40][C:39](S(O)(=O)=O)=[CH:38][CH:37]=1, predict the reaction product. The product is: [C:1]([O:20][C@H:24]([C@@H:22]([CH2:21][OH:28])[O:23][C:1](=[O:19])[CH2:2][CH2:3][CH2:4][CH2:37][CH2:38][CH2:39][CH2:40]/[CH:41]=[CH:36]\[CH2:46][CH2:30][CH2:31][CH2:32][CH2:33][CH2:34][CH2:29][CH3:35])[CH2:26][OH:27])(=[O:19])[CH2:2][CH2:3][CH2:4][CH2:5][CH2:6][CH2:7][CH2:8]/[CH:9]=[CH:10]\[CH2:11][CH2:12][CH2:13][CH2:14][CH2:15][CH2:16][CH2:17][CH3:18]. (2) Given the reactants [H-].[Na+].[C:3]([O:11]CC)(=[O:10])[CH2:4][C:5](OCC)=O.[F:14][C:15]1[CH:22]=[CH:21][C:18](CBr)=[CH:17][C:16]=1[N+:23]([O-:25])=[O:24], predict the reaction product. The product is: [F:14][C:15]1[CH:22]=[CH:21][C:18]([CH2:5][CH2:4][C:3]([OH:11])=[O:10])=[CH:17][C:16]=1[N+:23]([O-:25])=[O:24]. (3) Given the reactants C(OC([NH:11][CH2:12][C:13]1[O:14][C:15]([C:19]([O:21][CH2:22][CH3:23])=[O:20])=[C:16]([CH3:18])[N:17]=1)=O)C1C=CC=CC=1, predict the reaction product. The product is: [NH2:11][CH2:12][C:13]1[O:14][C:15]([C:19]([O:21][CH2:22][CH3:23])=[O:20])=[C:16]([CH3:18])[N:17]=1. (4) Given the reactants [CH3:1][C:2]1[C:7]([CH2:8][C:9]([O:11][CH3:12])=[O:10])=[C:6]([C:13]2[CH:18]=[CH:17][C:16]([CH3:19])=[CH:15][CH:14]=2)[N:5]=[C:4]([N:20]2[CH2:25][CH2:24][CH2:23][CH2:22][CH2:21]2)[N:3]=1.[Li+].C[Si]([N-][Si](C)(C)C)(C)C.I[CH2:37][CH2:38][CH3:39], predict the reaction product. The product is: [CH3:1][C:2]1[C:7]([CH:8]([CH2:37][CH2:38][CH3:39])[C:9]([O:11][CH3:12])=[O:10])=[C:6]([C:13]2[CH:18]=[CH:17][C:16]([CH3:19])=[CH:15][CH:14]=2)[N:5]=[C:4]([N:20]2[CH2:21][CH2:22][CH2:23][CH2:24][CH2:25]2)[N:3]=1. (5) Given the reactants Cl[C:2]1[N:7]=[C:6]([Cl:8])[N:5]=[CH:4][N:3]=1.C([O-])([O-])=O.[K+].[K+].Cl.[C:16]1([C@@H:22]2[CH2:24][C@H:23]2[NH2:25])[CH:21]=[CH:20][CH:19]=[CH:18][CH:17]=1, predict the reaction product. The product is: [Cl:8][C:6]1[N:5]=[CH:4][N:3]=[C:2]([NH:25][CH:23]2[CH2:24][CH:22]2[C:16]2[CH:21]=[CH:20][CH:19]=[CH:18][CH:17]=2)[N:7]=1. (6) Given the reactants [CH2:1]([OH:6])[CH:2]=[CH:3][CH2:4][OH:5].[C:7](Cl)(=[O:11])[CH2:8][CH2:9][CH3:10], predict the reaction product. The product is: [CH3:10][CH2:9][CH2:8][C:7]([O:5][CH2:4]/[CH:3]=[CH:2]/[CH2:1][O:6][C:4]([CH2:3][CH2:2][CH3:1])=[O:5])=[O:11].